The task is: Predict the product of the given reaction.. This data is from Forward reaction prediction with 1.9M reactions from USPTO patents (1976-2016). (1) Given the reactants Br[CH2:2][C@H:3]1[C@@:5]2([N:11]=[C:10]([C:12]3[CH:17]=[CH:16][C:15]([Cl:18])=[CH:14][CH:13]=3)[C:9]3[C:19]([CH3:23])=[C:20]([CH3:22])[S:21][C:8]=3[N:7]3[C:24]([CH3:27])=[N:25][N:26]=[C:6]23)[CH2:4]1.Cl.[CH2:29]([NH2:31])[CH3:30].CCN(C(C)C)C(C)C, predict the reaction product. The product is: [Cl:18][C:15]1[CH:16]=[CH:17][C:12]([C:10]2[C:9]3[C:19]([CH3:23])=[C:20]([CH3:22])[S:21][C:8]=3[N:7]3[C:24]([CH3:27])=[N:25][N:26]=[C:6]3[C@@:5]3([CH2:4][C@H:3]3[CH2:2][NH:31][CH2:29][CH3:30])[N:11]=2)=[CH:13][CH:14]=1. (2) Given the reactants [C:1]([C:3]1[CH:29]=[CH:28][C:6]([CH2:7][NH:8][C:9](=[O:27])[CH:10]([O:24][CH2:25][CH3:26])[N:11]2[CH:15]=[C:14]([CH3:16])[C:13]([C:17]3[CH:22]=[CH:21][CH:20]=[CH:19][C:18]=3[OH:23])=[N:12]2)=[CH:5][CH:4]=1)#[N:2].C(=O)([O-])[O-].[Cs+].[Cs+].I[CH2:37][C:38]([NH2:40])=[O:39], predict the reaction product. The product is: [C:38]([CH2:37][O:23][C:18]1[CH:19]=[CH:20][CH:21]=[CH:22][C:17]=1[C:13]1[C:14]([CH3:16])=[CH:15][N:11]([CH:10]([O:24][CH2:25][CH3:26])[C:9]([NH:8][CH2:7][C:6]2[CH:5]=[CH:4][C:3]([C:1]#[N:2])=[CH:29][CH:28]=2)=[O:27])[N:12]=1)(=[O:39])[NH2:40].